Dataset: Forward reaction prediction with 1.9M reactions from USPTO patents (1976-2016). Task: Predict the product of the given reaction. (1) Given the reactants [N:1]1[CH:10]=[CH:9][CH:8]=[C:7]2[C:2]=1[C:3]1[N:13]3[CH2:14][CH2:15][N:16]([C:17]([O:19][C:20]([CH3:23])([CH3:22])[CH3:21])=[O:18])[C:12]3=[N:11][C:4]=1[CH:5]=[N:6]2.C1C=C(Cl)C=C(C(OO)=O)C=1.[OH-].[NH4+:36].C1(C)C=CC(S(Cl)(=O)=O)=CC=1, predict the reaction product. The product is: [NH2:36][C:5]1[C:4]2[N:11]=[C:12]3[N:16]([C:17]([O:19][C:20]([CH3:23])([CH3:22])[CH3:21])=[O:18])[CH2:15][CH2:14][N:13]3[C:3]=2[C:2]2[C:7](=[CH:8][CH:9]=[CH:10][N:1]=2)[N:6]=1. (2) Given the reactants [CH2:1]([O:3][C:4]([C:6]1[C:10]([C:11]2[CH:16]=[CH:15][C:14]([Br:17])=[CH:13][CH:12]=2)=[CH:9][S:8][C:7]=1[NH2:18])=[O:5])[CH3:2].Cl[CH:20]([C:26]([O-])=[O:27])[C:21]([O:23][CH2:24][CH3:25])=[O:22], predict the reaction product. The product is: [CH2:1]([O:3][C:4]([C:6]1[C:10]([C:11]2[CH:16]=[CH:15][C:14]([Br:17])=[CH:13][CH:12]=2)=[CH:9][S:8][C:7]=1[NH:18][C:26](=[O:27])[CH2:20][C:21]([O:23][CH2:24][CH3:25])=[O:22])=[O:5])[CH3:2].